From a dataset of Full USPTO retrosynthesis dataset with 1.9M reactions from patents (1976-2016). Predict the reactants needed to synthesize the given product. (1) Given the product [F:12][C:9]([F:10])([F:11])[O:8][C:6]1[CH:5]=[C:4]([C:13]2[O:17][N:16]=[C:15]([C:18]3[CH:26]=[CH:25][C:24]4[NH:23][C:22]5[CH:27]([CH2:30][C:31]([O:33][CH2:34][CH3:35])=[O:32])[CH2:28][CH2:29][C:21]=5[C:20]=4[CH:19]=3)[N:14]=2)[CH:3]=[C:2]([C:37]#[C:36][Si:38]([CH3:41])([CH3:40])[CH3:39])[CH:7]=1, predict the reactants needed to synthesize it. The reactants are: Br[C:2]1[CH:3]=[C:4]([C:13]2[O:17][N:16]=[C:15]([C:18]3[CH:26]=[CH:25][C:24]4[NH:23][C:22]5[CH:27]([CH2:30][C:31]([O:33][CH2:34][CH3:35])=[O:32])[CH2:28][CH2:29][C:21]=5[C:20]=4[CH:19]=3)[N:14]=2)[CH:5]=[C:6]([O:8][C:9]([F:12])([F:11])[F:10])[CH:7]=1.[C:36]([Si:38]([CH3:41])([CH3:40])[CH3:39])#[CH:37].C(N(CC)CC)C. (2) Given the product [Cl:16][C:17]1[CH:18]=[C:19]([CH:23]=[C:24]([C:26]([F:29])([F:28])[F:27])[N:25]=1)[C:20]([N:2]([CH3:1])[C:3]1[CH:4]=[N:5][CH:6]=[CH:7][C:8]=1[C:9]1[CH:14]=[CH:13][CH:12]=[CH:11][C:10]=1[CH3:15])=[O:22], predict the reactants needed to synthesize it. The reactants are: [CH3:1][NH:2][C:3]1[CH:4]=[N:5][CH:6]=[CH:7][C:8]=1[C:9]1[CH:14]=[CH:13][CH:12]=[CH:11][C:10]=1[CH3:15].[Cl:16][C:17]1[CH:18]=[C:19]([CH:23]=[C:24]([C:26]([F:29])([F:28])[F:27])[N:25]=1)[C:20]([OH:22])=O. (3) The reactants are: [N+:1]([C:4]1[CH:9]=[CH:8][C:7]([CH:10]([C:12]2[N:13]=[C:14]([CH2:17][CH2:18][CH3:19])[NH:15][CH:16]=2)[OH:11])=[CH:6][CH:5]=1)([O-])=O. Given the product [NH2:1][C:4]1[CH:5]=[CH:6][C:7]([CH:10]([C:12]2[N:13]=[C:14]([CH2:17][CH2:18][CH3:19])[NH:15][CH:16]=2)[OH:11])=[CH:8][CH:9]=1, predict the reactants needed to synthesize it.